This data is from Catalyst prediction with 721,799 reactions and 888 catalyst types from USPTO. The task is: Predict which catalyst facilitates the given reaction. Reactant: C[Mg]Br.[CH3:4][N:5]1[CH:9]=[C:8]([CH:10]=[O:11])[CH:7]=[N:6]1.O.[CH:13](Cl)(Cl)Cl. Product: [CH3:4][N:5]1[CH:9]=[C:8]([CH:10]([OH:11])[CH3:13])[CH:7]=[N:6]1. The catalyst class is: 7.